This data is from Full USPTO retrosynthesis dataset with 1.9M reactions from patents (1976-2016). The task is: Predict the reactants needed to synthesize the given product. Given the product [OH:13][C:12]1[C:11]([NH2:14])=[CH:10][CH:9]=[CH:8][C:7]=1[C:6]1[CH:1]=[CH:2][CH:3]=[C:4]([NH2:19])[C:5]=1[OH:18], predict the reactants needed to synthesize it. The reactants are: [CH:1]1[C:2](Cl)=[CH:3][C:4]([N+:19]([O-])=O)=[C:5]([OH:18])[C:6]=1[C:7]1[CH:8]=[C:9](Cl)[CH:10]=[C:11]([N+:14]([O-])=O)[C:12]=1[OH:13].